From a dataset of Reaction yield outcomes from USPTO patents with 853,638 reactions. Predict the reaction yield, written as a fraction of the theoretical maximum amount of product (1.0 means a 100% yield; for example, 0.34 means a 34% yield). (1) The product is [NH2:1][C@@H:4]1[CH2:9][CH2:8][N:7]([C:10]([O:12][C:13]([CH3:15])([CH3:14])[CH3:16])=[O:11])[CH2:6][C@H:5]1[F:17]. The yield is 0.800. The catalyst is CO.[Pd]. The reactants are [N:1]([C@@H:4]1[CH2:9][CH2:8][N:7]([C:10]([O:12][C:13]([CH3:16])([CH3:15])[CH3:14])=[O:11])[CH2:6][C@H:5]1[F:17])=[N+]=[N-].C([O-])=O.[NH4+]. (2) The reactants are [CH3:1][C:2]1[NH:3][C:4]2[C:9]([C:10]=1[CH3:11])=[CH:8][C:7]([O:12]C)=[CH:6][CH:5]=2.B(Br)(Br)Br.[OH-].[Na+]. The catalyst is O. The product is [CH3:1][C:2]1[NH:3][C:4]2[C:9]([C:10]=1[CH3:11])=[CH:8][C:7]([OH:12])=[CH:6][CH:5]=2. The yield is 0.770. (3) The reactants are C(O[BH-](OC(=O)C)OC(=O)C)(=O)C.[Na+].[C:15]([O:19][C:20](=[O:62])[N:21]([CH:49]1[CH2:54][CH2:53][N:52]([CH2:55][C:56]2[CH:61]=[CH:60][CH:59]=[CH:58][CH:57]=2)[CH2:51][CH2:50]1)[CH2:22][C:23]1[N:24]=[C:25]([CH:47]=O)[N:26]([C:28]([C:41]2[CH:46]=[CH:45][CH:44]=[CH:43][CH:42]=2)([C:35]2[CH:40]=[CH:39][CH:38]=[CH:37][CH:36]=2)[C:29]2[CH:34]=[CH:33][CH:32]=[CH:31][CH:30]=2)[CH:27]=1)([CH3:18])([CH3:17])[CH3:16].[CH3:63][NH:64][CH3:65].C(=O)([O-])[O-].[K+].[K+]. The catalyst is C1COCC1.C(O)(=O)C.ClC(Cl)C. The product is [CH2:55]([N:52]1[CH2:51][CH2:50][CH:49]([N:21]([CH2:22][C:23]2[N:24]=[C:25]([CH2:47][N:64]([CH3:65])[CH3:63])[N:26]([C:28]([C:29]3[CH:30]=[CH:31][CH:32]=[CH:33][CH:34]=3)([C:41]3[CH:42]=[CH:43][CH:44]=[CH:45][CH:46]=3)[C:35]3[CH:40]=[CH:39][CH:38]=[CH:37][CH:36]=3)[CH:27]=2)[C:20](=[O:62])[O:19][C:15]([CH3:16])([CH3:18])[CH3:17])[CH2:54][CH2:53]1)[C:56]1[CH:57]=[CH:58][CH:59]=[CH:60][CH:61]=1. The yield is 0.750. (4) The reactants are [CH3:1][O:2][CH2:3][CH:4]([NH:6][C:7]([C:9]1[CH:10]=[C:11]([C:16]2[CH:21]=[CH:20][C:19]([CH3:22])=[CH:18][CH:17]=2)[CH:12]=[C:13](N)[CH:14]=1)=[O:8])[CH3:5].N(OCCC(C)C)=O.[I:31]CI. No catalyst specified. The product is [CH3:1][O:2][CH2:3][CH:4]([NH:6][C:7]([C:9]1[CH:10]=[C:11]([C:16]2[CH:21]=[CH:20][C:19]([CH3:22])=[CH:18][CH:17]=2)[CH:12]=[C:13]([I:31])[CH:14]=1)=[O:8])[CH3:5]. The yield is 0.838. (5) The reactants are [CH3:1][N:2]1[C:10]2[C:5](=[CH:6][CH:7]=[CH:8][C:9]=2[N+:11]([O-:13])=[O:12])[CH:4]=[C:3]1[C:14]([OH:16])=O.CCN(CC)CC.[NH2:24][C:25]1[C:26]([O:40][CH3:41])=[C:27]([NH:35][S:36]([CH3:39])(=[O:38])=[O:37])[CH:28]=[C:29]([C:31]([CH3:34])([CH3:33])[CH3:32])[CH:30]=1. No catalyst specified. The product is [C:31]([C:29]1[CH:28]=[C:27]([NH:35][S:36]([CH3:39])(=[O:38])=[O:37])[C:26]([O:40][CH3:41])=[C:25]([NH:24][C:14]([C:3]2[N:2]([CH3:1])[C:10]3[C:5]([CH:4]=2)=[CH:6][CH:7]=[CH:8][C:9]=3[N+:11]([O-:13])=[O:12])=[O:16])[CH:30]=1)([CH3:34])([CH3:32])[CH3:33]. The yield is 0.870.